From a dataset of Experimentally validated miRNA-target interactions with 360,000+ pairs, plus equal number of negative samples. Binary Classification. Given a miRNA mature sequence and a target amino acid sequence, predict their likelihood of interaction. (1) The miRNA is rno-miR-375-3p with sequence UUUGUUCGUUCGGCUCGCGUGA. The protein sequence of the target gene is MKPKMKYSTNKISTAKWKNTASKALCFKLGKSQQKAKEVCPMYFMKLRSGLMIKKEACYFRRETTKRPSLKTGRKHKRHLVLAACQQQSTVECFAFGISGVQKYTRALHDSSITGISPITEYLASLSTYNDQSITFALEDESYEIYVEDLKKDEKKDKVLLSYYESQHPSNESGDGVDGKMLMVTLSPTKDFWLHANNKEHSVELHKCEKPLPDQAFFVLHNMHSNCVSFECKTDPGVFIGVKDNHLALIKVDSSENLCTENILFKLSET. Result: 0 (no interaction). (2) The miRNA is mmu-miR-767 with sequence UGCACCAUGGUUGUCUGAGCA. The protein sequence of the target gene is MKLGKVEFCHFLQLIALFLCFSGMSQAELSRSRSKPYFQSGRSRTKRSWVWNQFFVLEEYMGSDPLYVGKLHSDVDKGDGSIKYILSGEGASSIFIIDENTGDIHATKRLDREEQAYYTLRAQALDRLTNKPVEPESEFVIKIQDINDNEPKFLDGPYTAGVPEMSPVGTSVVQVTATDADDPTYGNSARVVYSILQGQPYFSVEPKTGVIKTALPNMDREAKDQYLLVIQAKDMVGQNGGLSGTTSVTVTLTDVNDNPPRFPRRSYQYNVPESLPVASVVARIKAADADIGANAEMEYK.... Result: 0 (no interaction).